This data is from Forward reaction prediction with 1.9M reactions from USPTO patents (1976-2016). The task is: Predict the product of the given reaction. (1) Given the reactants [CH3:1][C:2]1[S:6][C:5]([NH2:7])=[N:4][CH:3]=1.[C:8]1(=O)[O:13][C:11](=[O:12])[C:10]2=[CH:14][CH:15]=[CH:16][CH:17]=[C:9]12.C(Cl)Cl.CO, predict the reaction product. The product is: [CH3:1][C:2]1[S:6][C:5]([N:7]2[C:11](=[O:12])[C:10]3[C:9](=[CH:17][CH:16]=[CH:15][CH:14]=3)[C:8]2=[O:13])=[N:4][CH:3]=1. (2) The product is: [O:28]=[C:27]1[O:1][N:2]=[C:3]([C:5]2[CH:6]=[C:7]([CH:24]=[CH:25][CH:26]=2)[CH2:8][N:9]([C:18](=[O:23])[C:19]([F:21])([F:20])[F:22])[CH2:10][C:11]([O:13][C:14]([CH3:17])([CH3:16])[CH3:15])=[O:12])[NH:4]1. Given the reactants [OH:1][N:2]=[C:3]([C:5]1[CH:6]=[C:7]([CH:24]=[CH:25][CH:26]=1)[CH2:8][N:9]([C:18](=[O:23])[C:19]([F:22])([F:21])[F:20])[CH2:10][C:11]([O:13][C:14]([CH3:17])([CH3:16])[CH3:15])=[O:12])[NH2:4].[C:27](N1C=CN=C1)(N1C=CN=C1)=[O:28], predict the reaction product. (3) Given the reactants [C:1]([NH:4]/[C:5](/[CH3:11])=[CH:6]/[C:7]([O:9][CH3:10])=[O:8])(=[O:3])[CH3:2].[H][H], predict the reaction product. The product is: [C:1]([NH:4][C@@H:5]([CH3:11])[CH2:6][C:7]([O:9][CH3:10])=[O:8])(=[O:3])[CH3:2].